This data is from Forward reaction prediction with 1.9M reactions from USPTO patents (1976-2016). The task is: Predict the product of the given reaction. (1) Given the reactants [CH3:1][O:2][C:3]([C:5]1[CH:10]=[CH:9][N:8]=[CH:7][C:6]=1[C:11]([OH:13])=O)=[O:4].C(C1NC=CN=1)(C1NC=CN=1)=O.[Cl:26][C:27]1[CH:32]=[CH:31][C:30]([CH2:33][C:34]([O:36][C:37]([CH3:40])([CH3:39])[CH3:38])=[O:35])=[CH:29][CH:28]=1.[H-].[Na+].[Cl-].[NH4+], predict the reaction product. The product is: [Cl:26][C:27]1[CH:28]=[CH:29][C:30]([CH:33]([C:34]([O:36][C:37]([CH3:40])([CH3:39])[CH3:38])=[O:35])[C:11]([C:6]2[CH:7]=[N:8][CH:9]=[CH:10][C:5]=2[C:3]([O:2][CH3:1])=[O:4])=[O:13])=[CH:31][CH:32]=1. (2) Given the reactants I[C:2]1[C:10]2[C:9]([NH2:11])=[N:8][CH:7]=[N:6][C:5]=2[N:4]([C@H:12]2[CH2:17][CH2:16][C@H:15]([N:18]3[CH2:23][CH2:22][N:21]([CH3:24])[CH2:20][CH2:19]3)[CH2:14][CH2:13]2)[CH:3]=1.[C:25]1([O:31][C:32]2[CH:37]=[CH:36][C:35](B3OC(C)(C)C(C)(C)O3)=[C:34]([CH3:47])[CH:33]=2)[CH:30]=[CH:29][CH:28]=[CH:27][CH:26]=1.C(=O)([O-])[O-].[Na+].[Na+], predict the reaction product. The product is: [CH3:47][C:34]1[CH:33]=[C:32]([O:31][C:25]2[CH:30]=[CH:29][CH:28]=[CH:27][CH:26]=2)[CH:37]=[CH:36][C:35]=1[C:2]1[C:10]2[C:9]([NH2:11])=[N:8][CH:7]=[N:6][C:5]=2[N:4]([C@H:12]2[CH2:17][CH2:16][C@H:15]([N:18]3[CH2:23][CH2:22][N:21]([CH3:24])[CH2:20][CH2:19]3)[CH2:14][CH2:13]2)[CH:3]=1. (3) Given the reactants C(=N[NH:6][C:7]1[CH:12]=[CH:11][NH:10][C:9](=[O:13])[CH:8]=1)(CC)C.[C:14]1(O[C:14]2[CH:19]=CC=[CH:16][CH:15]=2)[CH:19]=CC=[CH:16][CH:15]=1, predict the reaction product. The product is: [CH3:19][C:14]1[NH:6][C:7]2[CH:12]=[CH:11][NH:10][C:9](=[O:13])[C:8]=2[C:15]=1[CH3:16]. (4) Given the reactants [H-].[Al+3].[Li+].[H-].[H-].[H-].C([O:9][C:10]([C:12]1[NH:13][C:14]2[C:19]([CH:20]=1)=[CH:18][C:17]([O:21][CH2:22][C:23](=O)[N:24]([CH3:26])[CH3:25])=[CH:16][CH:15]=2)=O)C, predict the reaction product. The product is: [CH3:25][N:24]([CH3:26])[CH2:23][CH2:22][O:21][C:17]1[CH:18]=[C:19]2[C:14](=[CH:15][CH:16]=1)[NH:13][C:12]([CH2:10][OH:9])=[CH:20]2.